This data is from Full USPTO retrosynthesis dataset with 1.9M reactions from patents (1976-2016). The task is: Predict the reactants needed to synthesize the given product. (1) The reactants are: [CH3:1][C:2]1[C:6]2[N:7]=[CH:8][NH:9][C:10](=O)[C:5]=2[S:4][CH:3]=1.P(Cl)(Cl)([Cl:14])=O. Given the product [Cl:14][C:10]1[C:5]2[S:4][CH:3]=[C:2]([CH3:1])[C:6]=2[N:7]=[CH:8][N:9]=1, predict the reactants needed to synthesize it. (2) Given the product [Br:1][C:2]1[CH:3]=[N:4][C:5]([NH:8][C@@H:9]2[CH2:14][C@@H:13]3[NH:15][C@H:10]2[CH2:11][CH2:12]3)=[N:6][CH:7]=1, predict the reactants needed to synthesize it. The reactants are: [Br:1][C:2]1[CH:3]=[N:4][C:5]([NH:8][C@@H:9]2[CH2:14][C@@H:13]3[N:15](C(OC(C)(C)C)=O)[C@H:10]2[CH2:11][CH2:12]3)=[N:6][CH:7]=1.Cl. (3) Given the product [Br:8][C:9]1[CH:10]=[C:11]2[C:21](=[N:22][CH:23]=1)[NH:20][C:19](=[O:24])[C:13]1([CH2:18][CH2:17][N:16]([C:37]([NH:36][C:32]([CH3:35])([CH3:34])[CH3:33])=[O:38])[CH2:15][CH2:14]1)[CH2:12]2, predict the reactants needed to synthesize it. The reactants are: FC(F)(F)C(O)=O.[Br:8][C:9]1[CH:10]=[C:11]2[C:21](=[N:22][CH:23]=1)[NH:20][C:19](=[O:24])[C:13]1([CH2:18][CH2:17][NH:16][CH2:15][CH2:14]1)[CH2:12]2.C(N(CC)CC)C.[C:32]([NH:36][C:37](=O)[O:38]C1C=CC=CC=1)([CH3:35])([CH3:34])[CH3:33]. (4) Given the product [ClH:20].[NH2:6][CH2:4][C:18]([C:16]1[CH:15]=[CH:14][CH:13]=[C:12]([Br:11])[N:17]=1)=[O:19], predict the reactants needed to synthesize it. The reactants are: [Cl-].[Mg+2].[Cl-].[CH2:4]([N:6](CC)CC)C.[Br:11][C:12]1[N:17]=[C:16]([C:18]([Cl:20])=[O:19])[CH:15]=[CH:14][CH:13]=1. (5) Given the product [Cl:1][C:2]1[CH:10]=[CH:9][C:5]([C:6]([NH:15][C:14]2[CH:16]=[CH:17][C:18]([S:20]([C:23]([F:26])([F:24])[F:25])(=[O:22])=[O:21])=[CH:19][C:13]=2[Cl:12])=[O:8])=[C:4]([OH:11])[CH:3]=1, predict the reactants needed to synthesize it. The reactants are: [Cl:1][C:2]1[CH:10]=[CH:9][C:5]([C:6]([OH:8])=O)=[C:4]([OH:11])[CH:3]=1.[Cl:12][C:13]1[CH:19]=[C:18]([S:20]([C:23]([F:26])([F:25])[F:24])(=[O:22])=[O:21])[CH:17]=[CH:16][C:14]=1[NH2:15]. (6) Given the product [CH3:14][C:13]1[N:7]([C:4]2[CH:5]=[CH:6][N:2]([CH3:1])[N:3]=2)[C:9]([CH3:11])=[CH:8][CH:12]=1, predict the reactants needed to synthesize it. The reactants are: [CH3:1][N:2]1[CH:6]=[CH:5][C:4]([NH2:7])=[N:3]1.[CH2:8]([CH2:12][C:13](=O)[CH3:14])[C:9]([CH3:11])=O.O. (7) Given the product [CH2:8]([O:7][C:5](=[O:6])[C:4](=[O:10])[CH2:19][CH:18]([C:12]1[CH:17]=[CH:16][CH:15]=[CH:14][CH:13]=1)[CH3:21])[CH3:9], predict the reactants needed to synthesize it. The reactants are: C(O[C:4](=[O:10])[C:5]([O:7][CH2:8][CH3:9])=[O:6])C.[Mg].[C:12]1([CH:18]([CH3:21])[CH2:19]Cl)[CH:17]=[CH:16][CH:15]=[CH:14][CH:13]=1.[Cl-].[NH4+].